From a dataset of Reaction yield outcomes from USPTO patents with 853,638 reactions. Predict the reaction yield, written as a fraction of the theoretical maximum amount of product (1.0 means a 100% yield; for example, 0.34 means a 34% yield). (1) The reactants are [CH:1]1[CH:9]=[C:8](Cl)[C:7]2[C:3](=[N:4][O:5][N:6]=2)[C:2]=1[N+:11]([O-:13])=[O:12].[OH-].[Na+].Cl.[CH2:17]([OH:20])[CH2:18][OH:19]. No catalyst specified. The product is [N+:11]([C:2]1[C:3]2=[N:4][O:5][N:6]=[C:7]2[C:8]([O:19][CH2:18][CH2:17][OH:20])=[CH:9][CH:1]=1)([O-:13])=[O:12]. The yield is 0.800. (2) The reactants are [S:1]1[C:5]([C:6]2[C:7]([O:28][CH3:29])=[CH:8][C:9]([O:26][CH3:27])=[C:10](/[CH:12]=[CH:13]/[C:14]([C:16]3[CH:21]=[CH:20][C:19]([S:22]([NH2:25])(=[O:24])=[O:23])=[CH:18][CH:17]=3)=[O:15])[CH:11]=2)=[CH:4][C:3]2[CH:30]=[CH:31][CH:32]=[CH:33][C:2]1=2.C[Si]([N-][Si](C)(C)C)(C)C.[Li+].[C:44](O[C:44](=[O:48])[CH:45]([CH3:47])[CH3:46])(=[O:48])[CH:45]([CH3:47])[CH3:46]. The catalyst is O1CCCC1. The product is [S:1]1[C:5]([C:6]2[C:7]([O:28][CH3:29])=[CH:8][C:9]([O:26][CH3:27])=[C:10](/[CH:12]=[CH:13]/[C:14]([C:16]3[CH:21]=[CH:20][C:19]([S:22]([NH:25][C:44](=[O:48])[CH:45]([CH3:47])[CH3:46])(=[O:24])=[O:23])=[CH:18][CH:17]=3)=[O:15])[CH:11]=2)=[CH:4][C:3]2[CH:30]=[CH:31][CH:32]=[CH:33][C:2]1=2. The yield is 0.870. (3) The reactants are O.[C:2]1([CH:8]([CH3:11])[C:9]#[N:10])[CH:7]=[CH:6][CH:5]=[CH:4][CH:3]=1.[ClH:12].[H][H]. The catalyst is C(O)C. The product is [ClH:12].[C:2]1([CH:8]([CH3:11])[CH2:9][NH2:10])[CH:7]=[CH:6][CH:5]=[CH:4][CH:3]=1. The yield is 0.762. (4) The yield is 0.870. The product is [NH:11]([C:2]1[C:7]([I:8])=[C:6]([CH3:9])[CH:5]=[CH:4][N:3]=1)[NH2:12]. The catalyst is N1C=CC=CC=1. The reactants are Cl[C:2]1[C:7]([I:8])=[C:6]([CH3:9])[CH:5]=[CH:4][N:3]=1.O.[NH2:11][NH2:12].